This data is from Peptide-MHC class I binding affinity with 185,985 pairs from IEDB/IMGT. The task is: Regression. Given a peptide amino acid sequence and an MHC pseudo amino acid sequence, predict their binding affinity value. This is MHC class I binding data. (1) The peptide sequence is IINTWHKV. The MHC is Mamu-A02 with pseudo-sequence Mamu-A02. The binding affinity (normalized) is 0. (2) The MHC is HLA-B58:01 with pseudo-sequence HLA-B58:01. The peptide sequence is AFRHMAREL. The binding affinity (normalized) is 0. (3) The peptide sequence is AVNGVMWTV. The MHC is HLA-A02:02 with pseudo-sequence HLA-A02:02. The binding affinity (normalized) is 0.705. (4) The peptide sequence is DTASALYREAL. The MHC is Patr-B0101 with pseudo-sequence Patr-B0101. The binding affinity (normalized) is 0.122. (5) The peptide sequence is VTSPLTGNNT. The MHC is HLA-A02:03 with pseudo-sequence HLA-A02:03. The binding affinity (normalized) is 0.277. (6) The peptide sequence is KVFAPKQKM. The MHC is HLA-A24:02 with pseudo-sequence HLA-A24:02. The binding affinity (normalized) is 0.231. (7) The peptide sequence is RFIIFLFILL. The MHC is HLA-A31:01 with pseudo-sequence HLA-A31:01. The binding affinity (normalized) is 0.494. (8) The peptide sequence is GLSPTVWLSV. The MHC is HLA-A31:01 with pseudo-sequence HLA-A31:01. The binding affinity (normalized) is 0.120.